Task: Predict which catalyst facilitates the given reaction.. Dataset: Catalyst prediction with 721,799 reactions and 888 catalyst types from USPTO (1) Reactant: C([O:3][C:4](=[O:27])[CH2:5][O:6][C:7]1[CH:12]=[C:11]([F:13])[C:10]([CH3:14])=[CH:9][C:8]=1[C:15](=[S:26])[NH:16][CH2:17][C:18]1[CH:23]=[CH:22][C:21]([Br:24])=[CH:20][C:19]=1[F:25])C.[OH-].[Na+]. Product: [Br:24][C:21]1[CH:22]=[CH:23][C:18]([CH2:17][NH:16][C:15]([C:8]2[CH:9]=[C:10]([CH3:14])[C:11]([F:13])=[CH:12][C:7]=2[O:6][CH2:5][C:4]([OH:27])=[O:3])=[S:26])=[C:19]([F:25])[CH:20]=1. The catalyst class is: 8. (2) Reactant: [CH3:1][C:2]1([CH3:8])[CH2:6][O:5][C:4](=[O:7])[NH:3]1.[Cl:9][O-:10].Cl[O-].[Ca+2:13].Cl[O-]. Product: [Cl:9][N:3]1[C:2]([CH3:8])([CH3:1])[CH2:6][O:5][C:4]1=[O:7].[Cl:9][O-:10].[Ca+2:13].[Cl:9][O-:10].[Cl:9][O-:10]. The catalyst class is: 6. (3) Product: [Cl:11][C:7]1[C:8]2=[CH:9][N:22]([CH:19]([CH3:21])[CH3:20])[CH:2]=[C:3]2[C:4]([Cl:12])=[N:5][N:6]=1. The catalyst class is: 807. Reactant: Br[CH2:2][C:3]1[C:8]([CH2:9]Br)=[C:7]([Cl:11])[N:6]=[N:5][C:4]=1[Cl:12].C(=O)([O-])[O-].[Na+].[Na+].[CH:19]([NH2:22])([CH3:21])[CH3:20].CCCCCCC. (4) Reactant: O.[OH-].[Li+].[NH2:4][C:5]1[N:10]=[CH:9][N:8]=[C:7]2[N:11]([CH:15]([C:17]3[C:18]([O:36][CH3:37])=[C:19]([C:25]4[CH:30]=[CH:29][C:28]([C:31]([O:33]C)=[O:32])=[C:27]([F:35])[CH:26]=4)[C:20]([CH3:24])=[C:21]([Cl:23])[CH:22]=3)[CH3:16])[N:12]=[C:13]([CH3:14])[C:6]=12.O1CCCC1.Cl. Product: [NH2:4][C:5]1[N:10]=[CH:9][N:8]=[C:7]2[N:11]([CH:15]([C:17]3[C:18]([O:36][CH3:37])=[C:19]([C:25]4[CH:30]=[CH:29][C:28]([C:31]([OH:33])=[O:32])=[C:27]([F:35])[CH:26]=4)[C:20]([CH3:24])=[C:21]([Cl:23])[CH:22]=3)[CH3:16])[N:12]=[C:13]([CH3:14])[C:6]=12. The catalyst class is: 24. (5) Reactant: [C:1]([C:4]1[C:9]2[S:10][C:11]([C:14]([NH:16][C:17]3[CH:26]=[C:25]([CH2:27][N:28]4[CH2:32][CH2:31][C@@H:30]([OH:33])[CH2:29]4)[C:24]4[C:19](=[CH:20][CH:21]=[CH:22][CH:23]=4)[N:18]=3)=[O:15])=[C:12]([CH3:13])[C:8]=2[C:7]([CH2:34][O:35][CH3:36])=[CH:6][CH:5]=1)(=[O:3])[CH3:2].O.[C:38]1([CH3:48])[CH:43]=[CH:42][C:41]([S:44]([OH:47])(=[O:46])=[O:45])=[CH:40][CH:39]=1.CO. Product: [C:38]1([CH3:48])[CH:39]=[CH:40][C:41]([S:44]([OH:47])(=[O:45])=[O:46])=[CH:42][CH:43]=1.[C:1]([C:4]1[C:9]2[S:10][C:11]([C:14]([NH:16][C:17]3[CH:26]=[C:25]([CH2:27][N:28]4[CH2:32][CH2:31][C@@H:30]([OH:33])[CH2:29]4)[C:24]4[C:19](=[CH:20][CH:21]=[CH:22][CH:23]=4)[N:18]=3)=[O:15])=[C:12]([CH3:13])[C:8]=2[C:7]([CH2:34][O:35][CH3:36])=[CH:6][CH:5]=1)(=[O:3])[CH3:2]. The catalyst class is: 6. (6) Reactant: [F:1][C:2]1[CH:7]=[C:6]([F:8])[CH:5]=[C:4]([F:9])[C:3]=1[C@H:10]1[N:18]2[C@@H:13]([CH:14]=[CH:15][CH2:16][C:17]2=[O:19])[CH2:12][CH2:11]1.[H][H]. Product: [F:1][C:2]1[CH:7]=[C:6]([F:8])[CH:5]=[C:4]([F:9])[C:3]=1[C@H:10]1[N:18]2[C@H:13]([CH2:14][CH2:15][CH2:16][C:17]2=[O:19])[CH2:12][CH2:11]1. The catalyst class is: 663. (7) Reactant: [CH3:1][O:2][C:3]1[C:4]([N+]([O-])=O)=[CH:5][C:6]([CH3:10])=[N+:7]([O-:9])[CH:8]=1.C([Br:17])(=O)C. Product: [Br:17][C:4]1[C:3]([O:2][CH3:1])=[CH:8][N+:7]([O-:9])=[C:6]([CH3:10])[CH:5]=1. The catalyst class is: 15.